Dataset: Full USPTO retrosynthesis dataset with 1.9M reactions from patents (1976-2016). Task: Predict the reactants needed to synthesize the given product. Given the product [I-:3].[CH2:61]([N:60]([C:4]1[CH:5]=[CH:6][C:7]2[NH:8][C:9]3[C:14]([SeH+:15][C:16]=2[CH:17]=1)=[CH:13][C:12]([N:31]([CH2:30][CH2:29][CH2:28][CH2:27][CH3:40])[CH2:32][CH2:37][CH2:36][CH2:35][CH3:34])=[CH:11][CH:10]=3)[CH2:55][CH2:56][CH2:57][CH2:58][CH3:59])[CH2:62][CH2:63][CH2:64][CH3:65], predict the reactants needed to synthesize it. The reactants are: O.[I-].[I:3][C:4]1[CH:5]=[C+:6][C:7]2[NH:8][C:9]3[C:14]([Se:15][C:16]=2[CH:17]=1)=[CH:13][C:12](I)=[CH:11][CH:10]=3.[I-].C(N([C:27]1[CH:28]=[CH:29][C:30]2[NH:31][C:32]3[C:37]([SeH+]C=2[CH:40]=1)=[CH:36][C:35](N(CCC)CCC)=[CH:34]C=3)CCC)CC.C(N(CC)CC)C.[CH2:55]([NH:60][CH2:61][CH2:62][CH2:63][CH2:64][CH3:65])[CH2:56][CH2:57][CH2:58][CH3:59].